Dataset: Full USPTO retrosynthesis dataset with 1.9M reactions from patents (1976-2016). Task: Predict the reactants needed to synthesize the given product. (1) Given the product [Br:9][CH:5]([S:2]([CH3:1])(=[O:4])=[O:3])[C:6](=[O:8])[CH3:7], predict the reactants needed to synthesize it. The reactants are: [CH3:1][S:2]([CH2:5][C:6](=[O:8])[CH3:7])(=[O:4])=[O:3].[Br:9]Br. (2) The reactants are: Br[C:2]1[CH:11]=[C:6]([C:7]([O:9][CH3:10])=[O:8])[C:5]([OH:12])=[CH:4][CH:3]=1.[F:13][C:14]([F:26])([F:25])[O:15][C:16]1[CH:21]=[CH:20][C:19](B(O)O)=[CH:18][CH:17]=1.C(=O)([O-])[O-].[K+].[K+].O. Given the product [OH:12][C:5]1[CH:4]=[CH:3][C:2]([C:19]2[CH:18]=[CH:17][C:16]([O:15][C:14]([F:13])([F:25])[F:26])=[CH:21][CH:20]=2)=[CH:11][C:6]=1[C:7]([O:9][CH3:10])=[O:8], predict the reactants needed to synthesize it. (3) The reactants are: [CH3:1][O:2][C:3]1[CH:11]=[CH:10][C:6]([C:7](Cl)=[O:8])=[C:5]([N+:12]([O-:14])=[O:13])[CH:4]=1.[NH2:15][C:16]1[CH:23]=[CH:22][C:19]([C:20]#[N:21])=[CH:18][CH:17]=1.C(N(CC)CC)C. Given the product [C:20]([C:19]1[CH:22]=[CH:23][C:16]([NH:15][C:7](=[O:8])[C:6]2[CH:10]=[CH:11][C:3]([O:2][CH3:1])=[CH:4][C:5]=2[N+:12]([O-:14])=[O:13])=[CH:17][CH:18]=1)#[N:21], predict the reactants needed to synthesize it. (4) Given the product [F:1][C:2]1[CH:44]=[CH:43][C:5]([CH2:6][CH2:7][C:8]2[CH:28]=[CH:27][C:26]([O:29][CH:30]([C:38]3[S:39][CH:40]=[CH:41][N:42]=3)[CH2:31][C:32]3[N:36]([CH3:37])[CH:35]=[N:34][CH:33]=3)=[CH:25][C:9]=2[C:10]([NH:12][C@@H:13]([CH2:21][CH2:22][S:23][CH3:24])[C:14]([OH:16])=[O:15])=[O:11])=[CH:4][CH:3]=1, predict the reactants needed to synthesize it. The reactants are: [F:1][C:2]1[CH:44]=[CH:43][C:5]([CH2:6][CH2:7][C:8]2[CH:28]=[CH:27][C:26]([O:29][CH:30]([C:38]3[S:39][CH:40]=[CH:41][N:42]=3)[CH2:31][C:32]3[N:36]([CH3:37])[CH:35]=[N:34][CH:33]=3)=[CH:25][C:9]=2[C:10]([NH:12][C@@H:13]([CH2:21][CH2:22][S:23][CH3:24])[C:14]([O:16]C(C)(C)C)=[O:15])=[O:11])=[CH:4][CH:3]=1.